From a dataset of Catalyst prediction with 721,799 reactions and 888 catalyst types from USPTO. Predict which catalyst facilitates the given reaction. (1) Reactant: [Li+].C[Si]([N-][Si](C)(C)C)(C)C.[O:11]=[C:12]1[NH:17][C:16]([N:18]2[CH2:23][CH2:22][CH2:21][CH2:20][CH2:19]2)=[N:15][C:14]([C:24]2[CH:29]=[CH:28][C:27]([CH3:30])=[CH:26][CH:25]=2)=[C:13]1[CH:31]([CH2:36][CH2:37][CH3:38])[C:32]([O:34][CH3:35])=[O:33].[CH2:39](Br)[C:40]1[CH:45]=[CH:44][CH:43]=[CH:42][CH:41]=1.[Cl-].[NH4+]. Product: [CH2:39]([N:17]1[C:12](=[O:11])[C:13]([CH:31]([CH2:36][CH2:37][CH3:38])[C:32]([O:34][CH3:35])=[O:33])=[C:14]([C:24]2[CH:25]=[CH:26][C:27]([CH3:30])=[CH:28][CH:29]=2)[N:15]=[C:16]1[N:18]1[CH2:23][CH2:22][CH2:21][CH2:20][CH2:19]1)[C:40]1[CH:45]=[CH:44][CH:43]=[CH:42][CH:41]=1. The catalyst class is: 3. (2) Reactant: [F:1][C:2]([F:12])([F:11])[C:3]1[CH:4]=[CH:5][C:6]([CH2:9]O)=[N:7][CH:8]=1.C1(P(C2C=CC=CC=2)C2C=CC=CC=2)C=CC=CC=1.C(Br)(Br)(Br)[Br:33]. Product: [Br:33][CH2:9][C:6]1[CH:5]=[CH:4][C:3]([C:2]([F:12])([F:11])[F:1])=[CH:8][N:7]=1. The catalyst class is: 4. (3) Reactant: [F:1][C:2]([F:25])([F:24])[C:3]1[CH:4]=[CH:5][C:6]([NH:9][C@H:10]2[C@@H:15]3[CH2:16][C@@H:12]([CH2:13][N:14]3C(OC(C)(C)C)=O)[CH2:11]2)=[N:7][CH:8]=1.Cl. Product: [F:25][C:2]([F:1])([F:24])[C:3]1[CH:4]=[CH:5][C:6]([NH:9][C@H:10]2[C@@H:15]3[CH2:16][C@@H:12]([CH2:13][NH:14]3)[CH2:11]2)=[N:7][CH:8]=1. The catalyst class is: 817. (4) Reactant: [Br:1][C:2]1[CH:3]=[C:4]([CH:7]=O)[S:5][CH:6]=1.[CH2:9]([NH2:13])[CH:10]([CH3:12])[CH3:11].[BH4-].[Na+]. Product: [Br:1][C:2]1[CH:3]=[C:4]([CH2:7][NH:13][CH2:9][CH:10]([CH3:12])[CH3:11])[S:5][CH:6]=1. The catalyst class is: 5. (5) Reactant: [Cl:1][C:2]1[CH:3]=[N:4][CH:5]=[C:6]([Cl:9])[C:7]=1Cl.[NH:10]1[CH2:15][CH2:14][CH:13]([CH2:16][OH:17])[CH2:12][CH2:11]1.C(N(CC)CC)C. Product: [Cl:9][C:6]1[CH:5]=[N:4][CH:3]=[C:2]([Cl:1])[C:7]=1[N:10]1[CH2:15][CH2:14][CH:13]([CH2:16][OH:17])[CH2:12][CH2:11]1. The catalyst class is: 37. (6) Reactant: C([C:3]1[C:11]2[C:6](=[CH:7][CH:8]=[CH:9][CH:10]=2)[N:5]([C:12]([O:14][C:15]([CH3:18])([CH3:17])[CH3:16])=[O:13])[CH:4]=1)=O.ClC1C=CC=C([C:26]([O:28]O)=[O:27])C=1.O.S([O-])([O-])=O.[Na+].[Na+]. Product: [CH:26]([O:28][C:3]1[C:11]2[C:6](=[CH:7][CH:8]=[CH:9][CH:10]=2)[N:5]([C:12]([O:14][C:15]([CH3:16])([CH3:17])[CH3:18])=[O:13])[CH:4]=1)=[O:27]. The catalyst class is: 124.